This data is from Full USPTO retrosynthesis dataset with 1.9M reactions from patents (1976-2016). The task is: Predict the reactants needed to synthesize the given product. Given the product [N:17]1[CH:18]=[CH:19][CH:20]=[CH:21][C:16]=1[CH2:15][O:14][C:12]1[N:11]=[C:10]2[CH2:22][CH2:23][CH2:24][C:9]2=[C:8]([C:5]2[CH:4]=[N:3][C:2]([NH2:25])=[N:7][CH:6]=2)[CH:13]=1, predict the reactants needed to synthesize it. The reactants are: F[C:2]1[N:7]=[CH:6][C:5]([C:8]2[CH:13]=[C:12]([O:14][CH2:15][C:16]3[CH:21]=[CH:20][CH:19]=[CH:18][N:17]=3)[N:11]=[C:10]3[CH2:22][CH2:23][CH2:24][C:9]=23)=[CH:4][N:3]=1.[NH3:25].CO.